From a dataset of Full USPTO retrosynthesis dataset with 1.9M reactions from patents (1976-2016). Predict the reactants needed to synthesize the given product. (1) Given the product [C:1]([C:5]1[CH:9]=[C:8]([NH:10][C:11]([NH:13][C:14]2[CH:19]=[CH:18][CH:17]=[C:16]([Cl:20])[C:15]=2[Cl:21])=[O:12])[N:7]([C:22]2[CH:31]=[C:30]3[C:25]([CH2:26][C@@H:27]([C:39](=[O:41])[NH2:40])[NH:28][CH2:29]3)=[CH:24][CH:23]=2)[N:6]=1)([CH3:4])([CH3:2])[CH3:3], predict the reactants needed to synthesize it. The reactants are: [C:1]([C:5]1[CH:9]=[C:8]([NH:10][C:11]([NH:13][C:14]2[CH:19]=[CH:18][CH:17]=[C:16]([Cl:20])[C:15]=2[Cl:21])=[O:12])[N:7]([C:22]2[CH:31]=[C:30]3[C:25]([CH2:26][C@@H:27]([C:39](=[O:41])[NH2:40])[N:28](C(OC(C)(C)C)=O)[CH2:29]3)=[CH:24][CH:23]=2)[N:6]=1)([CH3:4])([CH3:3])[CH3:2]. (2) Given the product [CH2:66]([O:68][CH2:69][CH2:70][O:26][C:27]1[C:36]2[CH2:35][CH2:34][CH2:33][CH2:32][C:31]=2[CH:30]=[CH:29][C:28]=1[CH:37]1[CH2:38][CH2:39][N:40]([CH2:43][CH2:44][CH2:45][CH2:46][NH:47][C:48]([C:50]2[CH:51]=[CH:52][C:53]([C:56]3[CH:57]=[CH:58][C:59]([C:62]([F:65])([F:63])[F:64])=[CH:60][CH:61]=3)=[CH:54][CH:55]=2)=[O:49])[CH2:41][CH2:42]1)[CH3:67], predict the reactants needed to synthesize it. The reactants are: CN(C(/N=N/C(N(C)C)=O)=O)C.C(P(CCCC)CCCC)CCC.[OH:26][C:27]1[C:36]2[CH2:35][CH2:34][CH2:33][CH2:32][C:31]=2[CH:30]=[CH:29][C:28]=1[CH:37]1[CH2:42][CH2:41][N:40]([CH2:43][CH2:44][CH2:45][CH2:46][NH:47][C:48]([C:50]2[CH:55]=[CH:54][C:53]([C:56]3[CH:61]=[CH:60][C:59]([C:62]([F:65])([F:64])[F:63])=[CH:58][CH:57]=3)=[CH:52][CH:51]=2)=[O:49])[CH2:39][CH2:38]1.[CH2:66]([O:68][CH2:69][CH2:70]O)[CH3:67]. (3) Given the product [Si:12]([O:6][C@H:4]1[CH2:5][O:1][CH2:2][C@@H:3]1[OH:7])([C:8]([CH3:11])([CH3:10])[CH3:9])([CH3:15])[CH3:14], predict the reactants needed to synthesize it. The reactants are: [O:1]1[CH2:5][C@H:4]([OH:6])[C@@H:3]([OH:7])[CH2:2]1.[C:8]([Si:12]([CH3:15])([CH3:14])Cl)([CH3:11])([CH3:10])[CH3:9]. (4) Given the product [N+:19]([C:10]1[C:11]2[C:16](=[CH:15][CH:14]=[CH:13][CH:12]=2)[CH:17]=[CH:18][C:9]=1[NH:22][C:23]1[CH:24]=[C:25]([CH:28]=[CH:29][CH:30]=1)[C:26]#[N:27])([O-:21])=[O:20], predict the reactants needed to synthesize it. The reactants are: O([C:9]1[CH:18]=[CH:17][C:16]2[C:11](=[CH:12][CH:13]=[CH:14][CH:15]=2)[C:10]=1[N+:19]([O-:21])=[O:20])S(C(F)(F)F)(=O)=O.[NH2:22][C:23]1[CH:24]=[C:25]([CH:28]=[CH:29][CH:30]=1)[C:26]#[N:27].C(=O)([O-])[O-].[K+].[K+].C1(P(C2C=CC=CC=2)C2C=CC=CC=2)C=CC=CC=1. (5) The reactants are: [F:1][C:2]1[CH:3]=[C:4]2[C:9](=[CH:10][CH:11]=1)[CH:8]=[N:7][C:6]([NH:12][C:13](=[O:45])[O:14][CH2:15][C@@H:16]([N:31]([CH3:44])[C:32]([NH:34][CH2:35][C:36]1[CH:41]=[CH:40][CH:39]=[C:38]([F:42])[C:37]=1[Cl:43])=[O:33])[CH2:17][C:18]([CH3:30])([CH3:29])[CH2:19][O:20][P:21]([O:26]CC)([O:23]CC)=[O:22])=[CH:5]2.[Si](I)(C)(C)C. Given the product [F:1][C:2]1[CH:3]=[C:4]2[C:9](=[CH:10][CH:11]=1)[CH:8]=[N:7][C:6]([NH:12][C:13](=[O:45])[O:14][CH2:15][C@@H:16]([N:31]([CH3:44])[C:32]([NH:34][CH2:35][C:36]1[CH:41]=[CH:40][CH:39]=[C:38]([F:42])[C:37]=1[Cl:43])=[O:33])[CH2:17][C:18]([CH3:29])([CH3:30])[CH2:19][O:20][P:21]([OH:23])([OH:26])=[O:22])=[CH:5]2, predict the reactants needed to synthesize it. (6) Given the product [Br:11][C:8]1[CH:7]=[C:3]2[C:2](=[CH:10][CH:9]=1)[N:1]=[CH:12][NH:14][C:4]2=[O:5], predict the reactants needed to synthesize it. The reactants are: [NH2:1][C:2]1[CH:10]=[CH:9][C:8]([Br:11])=[CH:7][C:3]=1[C:4](O)=[O:5].[CH:12]([NH2:14])=O. (7) Given the product [Br:1][C:2]1[CH:7]=[CH:6][C:5]([O:8][CH2:16][CH:14]2[CH2:13][O:12][C:11]([CH3:18])([CH3:10])[O:15]2)=[CH:4][C:3]=1[CH3:9], predict the reactants needed to synthesize it. The reactants are: [Br:1][C:2]1[CH:7]=[CH:6][C:5]([OH:8])=[CH:4][C:3]=1[CH3:9].[CH3:10][C:11]1([CH3:18])[O:15][CH:14]([CH2:16]O)[CH2:13][O:12]1.C1C=CC(P(C2C=CC=CC=2)C2C=CC=CC=2)=CC=1.C1CCN(C(N=NC(N2CCCCC2)=O)=O)CC1.